From a dataset of Forward reaction prediction with 1.9M reactions from USPTO patents (1976-2016). Predict the product of the given reaction. (1) Given the reactants [Cl:1][C:2]1[CH:3]=[C:4]2[C:8](=[C:9]([NH:11][CH:12]3[CH2:16][CH2:15][CH2:14][CH2:13]3)[CH:10]=1)[NH:7][C:6]([C:17]1[S:18][CH2:19][C@@H:20]([CH2:22][CH2:23]O)[N:21]=1)=[CH:5]2.[CH3:25][NH:26][CH3:27], predict the reaction product. The product is: [Cl:1][C:2]1[CH:3]=[C:4]2[C:8](=[C:9]([NH:11][CH:12]3[CH2:16][CH2:15][CH2:14][CH2:13]3)[CH:10]=1)[NH:7][C:6]([C:17]1[S:18][CH2:19][C@@H:20]([CH2:22][CH2:23][N:26]([CH3:27])[CH3:25])[N:21]=1)=[CH:5]2. (2) Given the reactants [NH2:1][C:2]1[CH:3]=[C:4]2[C:9](=[CH:10][CH:11]=1)[C:8]([O:12][CH3:13])=[N:7][CH:6]=[CH:5]2.[N+:14]([C:17]1[CH:22]=[CH:21][C:20]([S:23](Cl)(=[O:25])=[O:24])=[CH:19][CH:18]=1)([O-])=O.[CH3:27][S:28](Cl)(=[O:30])=[O:29], predict the reaction product. The product is: [CH3:27][S:28]([NH:14][C:17]1[CH:22]=[CH:21][C:20]([S:23]([NH:1][C:2]2[CH:3]=[C:4]3[C:9](=[CH:10][CH:11]=2)[C:8]([O:12][CH3:13])=[N:7][CH:6]=[CH:5]3)(=[O:25])=[O:24])=[CH:19][CH:18]=1)(=[O:30])=[O:29]. (3) Given the reactants [NH2:1][C@:2]12[CH2:37][CH2:36][C@@H:35]([C:38]([CH3:40])=[CH2:39])[C@@H:3]1[C@@H:4]1[C@@:17]([CH3:20])([CH2:18][CH2:19]2)[C@@:16]2([CH3:21])[C@@H:7]([C@:8]3([CH3:34])[C@@H:13]([CH2:14][CH2:15]2)[C:12]([CH3:23])([CH3:22])[C:11]([C:24]2[CH:33]=[CH:32][C:27]([C:28]([O:30]C)=[O:29])=[CH:26][CH:25]=2)=[CH:10][CH2:9]3)[CH2:6][CH2:5]1.CN(C)CCC(N[C@]12CC[C@@H](C(C)=C)[C@@H]1[C@@H]1[C@@](C)(CC2)[C@@]2(C)[C@@H]([C@]3(C)[C@@H](CC2)C(C)(C)C(C2C=CC(C(O)=O)=CC=2)=CC3)CC1)=O.[O:87]=[C:88]([NH:92][C:93]1[S:94][CH:95]=[CH:96][N:97]=1)[C:89](O)=[O:90], predict the reaction product. The product is: [CH3:20][C@:17]12[C@@:16]3([CH3:21])[C@@H:7]([C@:8]4([CH3:34])[C@@H:13]([CH2:14][CH2:15]3)[C:12]([CH3:23])([CH3:22])[C:11]([C:24]3[CH:33]=[CH:32][C:27]([C:28]([OH:30])=[O:29])=[CH:26][CH:25]=3)=[CH:10][CH2:9]4)[CH2:6][CH2:5][C@@H:4]1[C@H:3]1[C@H:35]([C:38]([CH3:40])=[CH2:39])[CH2:36][CH2:37][C@:2]1([NH:1][C:89](=[O:90])[C:88](=[O:87])[NH:92][C:93]1[S:94][CH:95]=[CH:96][N:97]=1)[CH2:19][CH2:18]2. (4) Given the reactants Cl[C:2]1[C:7]([Cl:8])=[CH:6][C:5]([C:9]([F:12])([F:11])[F:10])=[CH:4][N:3]=1.[F:13][C:14]1[CH:19]=[C:18]([N+:20]([O-:22])=[O:21])[CH:17]=[CH:16][C:15]=1[OH:23].C([O-])([O-])=O.[K+].[K+].O, predict the reaction product. The product is: [Cl:8][C:7]1[C:2]([O:23][C:15]2[CH:16]=[CH:17][C:18]([N+:20]([O-:22])=[O:21])=[CH:19][C:14]=2[F:13])=[N:3][CH:4]=[C:5]([C:9]([F:12])([F:11])[F:10])[CH:6]=1. (5) The product is: [C:1]([O:5][C:6](=[O:27])[NH:7][C:8]1[CH2:9][O:10][CH2:11][C@:12]([C:14]2[CH:19]=[C:18]([NH2:20])[CH:17]=[CH:16][C:15]=2[F:23])([CH:24]([F:26])[F:25])[N:13]=1)([CH3:4])([CH3:2])[CH3:3]. Given the reactants [C:1]([O:5][C:6](=[O:27])[NH:7][C:8]1[CH2:9][O:10][CH2:11][C@@:12]([CH:24]([F:26])[F:25])([C:14]2[CH:19]=[C:18]([N+:20]([O-])=O)[CH:17]=[CH:16][C:15]=2[F:23])[N:13]=1)([CH3:4])([CH3:3])[CH3:2].[H][H], predict the reaction product.